Task: Predict which catalyst facilitates the given reaction.. Dataset: Catalyst prediction with 721,799 reactions and 888 catalyst types from USPTO Reactant: [O:1]=[C:2]1[CH2:7][CH2:6][CH:5]([C:8]([O:10][CH2:11][CH3:12])=[O:9])[CH2:4][CH2:3]1.O.C1(C)C=CC(S(O)(=O)=O)=CC=1.C1C=CC=CC=1.[CH2:31](O)[CH2:32][OH:33]. Product: [O:33]1[C:2]2([CH2:7][CH2:6][CH:5]([C:8]([O:10][CH2:11][CH3:12])=[O:9])[CH2:4][CH2:3]2)[O:1][CH2:31][CH2:32]1. The catalyst class is: 2.